From a dataset of Forward reaction prediction with 1.9M reactions from USPTO patents (1976-2016). Predict the product of the given reaction. (1) Given the reactants [NH2:1][C:2]1[CH:3]=[CH:4][CH:5]=[C:6]2[C:11]=1[CH2:10][C@H:9]([OH:12])[CH2:8][CH2:7]2.Cl.CN(C)CCCN=C=NCC.O.ON1C2C=CC=CC=2N=N1.[F:36][C:37]([F:49])([F:48])[O:38][C:39]1[CH:47]=[CH:46][C:42]([C:43](O)=[O:44])=[CH:41][CH:40]=1, predict the reaction product. The product is: [OH:12][C@H:9]1[CH2:10][C:11]2[C:2]([NH:1][C:43](=[O:44])[C:42]3[CH:46]=[CH:47][C:39]([O:38][C:37]([F:36])([F:48])[F:49])=[CH:40][CH:41]=3)=[CH:3][CH:4]=[CH:5][C:6]=2[CH2:7][CH2:8]1. (2) Given the reactants [NH2:1][C:2]1[CH:3]=[CH:4][C:5]([N:10]2[CH2:15][CH2:14][N:13]([CH:16]([C:24]3[CH:29]=[CH:28][CH:27]=[CH:26][CH:25]=3)[C:17]3[CH:22]=[CH:21][CH:20]=[CH:19][C:18]=3[CH3:23])[CH2:12][CH2:11]2)=[C:6]([CH:9]=1)[C:7]#[N:8].C(N(CC)CC)C.[CH3:37][C:38]1[C:42]([C:43](Cl)=[O:44])=[C:41]([CH3:46])[O:40][N:39]=1, predict the reaction product. The product is: [C:7]([C:6]1[CH:9]=[C:2]([NH:1][C:43]([C:42]2[C:38]([CH3:37])=[N:39][O:40][C:41]=2[CH3:46])=[O:44])[CH:3]=[CH:4][C:5]=1[N:10]1[CH2:15][CH2:14][N:13]([CH:16]([C:17]2[CH:22]=[CH:21][CH:20]=[CH:19][C:18]=2[CH3:23])[C:24]2[CH:25]=[CH:26][CH:27]=[CH:28][CH:29]=2)[CH2:12][CH2:11]1)#[N:8].